Regression. Given two drug SMILES strings and cell line genomic features, predict the synergy score measuring deviation from expected non-interaction effect. From a dataset of NCI-60 drug combinations with 297,098 pairs across 59 cell lines. (1) Drug 1: C1CCN(CC1)CCOC2=CC=C(C=C2)C(=O)C3=C(SC4=C3C=CC(=C4)O)C5=CC=C(C=C5)O. Drug 2: C1CCC(C(C1)N)N.C(=O)(C(=O)[O-])[O-].[Pt+4]. Cell line: MCF7. Synergy scores: CSS=25.6, Synergy_ZIP=-9.09, Synergy_Bliss=-2.19, Synergy_Loewe=2.62, Synergy_HSA=3.91. (2) Drug 1: C1=NNC2=C1C(=O)NC=N2. Drug 2: CC1C(C(CC(O1)OC2CC(CC3=C2C(=C4C(=C3O)C(=O)C5=C(C4=O)C(=CC=C5)OC)O)(C(=O)CO)O)N)O.Cl. Cell line: U251. Synergy scores: CSS=44.1, Synergy_ZIP=1.24, Synergy_Bliss=1.03, Synergy_Loewe=-19.0, Synergy_HSA=2.26. (3) Drug 1: C1CC(C1)(C(=O)O)C(=O)O.[NH2-].[NH2-].[Pt+2]. Drug 2: C(CC(=O)O)C(=O)CN.Cl. Cell line: SR. Synergy scores: CSS=35.1, Synergy_ZIP=2.96, Synergy_Bliss=3.22, Synergy_Loewe=-26.1, Synergy_HSA=-1.25.